The task is: Predict the reactants needed to synthesize the given product.. This data is from Full USPTO retrosynthesis dataset with 1.9M reactions from patents (1976-2016). (1) Given the product [Cl:31][CH2:30][CH2:29][CH2:28][CH2:27][O:1][C:2]1[CH:7]=[CH:6][C:5]([NH:8][CH:9]=[C:10]2[C:18]3[C:13](=[CH:14][CH:15]=[CH:16][CH:17]=3)[NH:12][C:11]2=[O:19])=[CH:4][CH:3]=1, predict the reactants needed to synthesize it. The reactants are: [OH:1][C:2]1[CH:7]=[CH:6][C:5]([NH:8][CH:9]=[C:10]2[C:18]3[C:13](=[CH:14][CH:15]=[CH:16][CH:17]=3)[NH:12][C:11]2=[O:19])=[CH:4][CH:3]=1.C(=O)([O-])[O-].[K+].[K+].Br[CH2:27][CH2:28][CH2:29][CH2:30][Cl:31]. (2) Given the product [OH:1][CH2:2][C:3]1[CH:4]=[C:5]([CH3:12])[CH:6]=[C:7]([CH2:10][OH:11])[C:8]=1[O:9][CH3:19], predict the reactants needed to synthesize it. The reactants are: [OH:1][CH2:2][C:3]1[C:8]([OH:9])=[C:7]([CH2:10][OH:11])[CH:6]=[C:5]([CH3:12])[CH:4]=1.[OH-].[Na+].S(OC)(O[CH3:19])(=O)=O.